Task: Predict the reactants needed to synthesize the given product.. Dataset: Full USPTO retrosynthesis dataset with 1.9M reactions from patents (1976-2016) (1) Given the product [N:1]1([NH:10][C:18]([NH:17][C:11]2[CH:16]=[CH:15][CH:14]=[CH:13][CH:12]=2)=[O:19])[C:9]2[C:4](=[CH:5][CH:6]=[CH:7][CH:8]=2)[CH:3]=[CH:2]1, predict the reactants needed to synthesize it. The reactants are: [N:1]1([NH2:10])[C:9]2[C:4](=[CH:5][CH:6]=[CH:7][CH:8]=2)[CH:3]=[CH:2]1.[C:11]1([N:17]=[C:18]=[O:19])[CH:16]=[CH:15][CH:14]=[CH:13][CH:12]=1. (2) Given the product [Cl:23][C:12]1[S:11][C:10]([CH2:9][OH:8])=[CH:14][C:13]=1[S:15][C:16]1[CH:21]=[CH:20][CH:19]=[C:18]([Cl:22])[CH:17]=1, predict the reactants needed to synthesize it. The reactants are: C([Si]([O:8][CH2:9][C:10]1[S:11][C:12]([Cl:23])=[C:13]([S:15][C:16]2[CH:21]=[CH:20][CH:19]=[C:18]([Cl:22])[CH:17]=2)[CH:14]=1)(C)C)(C)(C)C.